Dataset: CYP2C19 inhibition data for predicting drug metabolism from PubChem BioAssay. Task: Regression/Classification. Given a drug SMILES string, predict its absorption, distribution, metabolism, or excretion properties. Task type varies by dataset: regression for continuous measurements (e.g., permeability, clearance, half-life) or binary classification for categorical outcomes (e.g., BBB penetration, CYP inhibition). Dataset: cyp2c19_veith. (1) The drug is C/C=C\C1=C(CO)[C@H](O)[C@H]2O[C@H]2[C@@H]1O. The result is 0 (non-inhibitor). (2) The molecule is O=C(c1cnccn1)N1CCC2(CCCN(Cc3ccncc3)C2)CC1. The result is 0 (non-inhibitor). (3) The compound is COc1cccc(-c2ccc3ncnc(NCc4cccnc4)c3c2)c1. The result is 1 (inhibitor).